Dataset: Forward reaction prediction with 1.9M reactions from USPTO patents (1976-2016). Task: Predict the product of the given reaction. (1) Given the reactants Br[CH2:2][CH2:3][O:4][C:5]1[CH:6]=[CH:7][C:8]([C:21]2[NH:30][C:29](=[O:31])[C:28]3[C:23](=[CH:24][C:25]([O:34][CH3:35])=[CH:26][C:27]=3[O:32][CH3:33])[N:22]=2)=[N:9][C:10]=1[C:11]1[CH:16]=[CH:15][CH:14]=[C:13]([S:17]([CH3:20])(=[O:19])=[O:18])[CH:12]=1.[CH:36]([NH2:39])([CH3:38])[CH3:37], predict the reaction product. The product is: [CH:36]([NH:39][CH2:2][CH2:3][O:4][C:5]1[CH:6]=[CH:7][C:8]([C:21]2[NH:30][C:29](=[O:31])[C:28]3[C:23](=[CH:24][C:25]([O:34][CH3:35])=[CH:26][C:27]=3[O:32][CH3:33])[N:22]=2)=[N:9][C:10]=1[C:11]1[CH:16]=[CH:15][CH:14]=[C:13]([S:17]([CH3:20])(=[O:19])=[O:18])[CH:12]=1)([CH3:38])[CH3:37]. (2) Given the reactants [CH3:1][C:2]1[O:6][C:5]([C:7]2[CH:12]=[CH:11][CH:10]=[CH:9][CH:8]=2)=[N:4][C:3]=1[CH2:13][CH:14]=[CH2:15].B1C2CCCC1CCC2.[CH2:25]([O:27][C:28](=[O:44])[CH:29]([C:38]1[CH:39]=[N:40][CH:41]=[CH:42][CH:43]=1)[CH2:30][C:31]1[CH:36]=[CH:35][C:34](Br)=[CH:33][CH:32]=1)[CH3:26].C([O-])([O-])=O.[Cs+].[Cs+].[As](C1C=CC=CC=1)(C1C=CC=CC=1)C1C=CC=CC=1.CC([O-])=O.[Na+].OO, predict the reaction product. The product is: [CH2:25]([O:27][C:28](=[O:44])[CH:29]([C:38]1[CH:39]=[N:40][CH:41]=[CH:42][CH:43]=1)[CH2:30][C:31]1[CH:36]=[CH:35][C:34]([CH2:15][CH2:14][CH2:13][C:3]2[N:4]=[C:5]([C:7]3[CH:8]=[CH:9][CH:10]=[CH:11][CH:12]=3)[O:6][C:2]=2[CH3:1])=[CH:33][CH:32]=1)[CH3:26]. (3) Given the reactants [CH2:1]([O:8][C:9]1[CH:10]=[N:11][C:12](Cl)=[N:13][CH:14]=1)[C:2]1[CH:7]=[CH:6][CH:5]=[CH:4][CH:3]=1.CN.C[CH2:19][N:20](C(C)C)C(C)C, predict the reaction product. The product is: [CH2:1]([O:8][C:9]1[CH:10]=[N:11][C:12]([NH:20][CH3:19])=[N:13][CH:14]=1)[C:2]1[CH:7]=[CH:6][CH:5]=[CH:4][CH:3]=1. (4) Given the reactants Br[C:2]1[CH:3]=[C:4]([C:9]([OH:11])=O)[CH:5]=[N:6][C:7]=1Cl.[CH3:12][C:13]1[C:14]([CH2:19][OH:20])=[N:15][CH:16]=[CH:17][CH:18]=1.[Cl:21][C:22]1[CH:27]=[CH:26][C:25](B(O)O)=[CH:24][CH:23]=1.[NH2:31][C@@H:32]1[CH2:37][CH2:36][CH2:35][CH2:34][C@H:33]1[OH:38], predict the reaction product. The product is: [Cl:21][C:22]1[CH:27]=[CH:26][C:25]([C:2]2[C:7]([O:20][CH2:19][C:14]3[C:13]([CH3:12])=[CH:18][CH:17]=[CH:16][N:15]=3)=[N:6][CH:5]=[C:4]([CH:3]=2)[C:9]([NH:31][C@@H:32]2[CH2:37][CH2:36][CH2:35][CH2:34][C@H:33]2[OH:38])=[O:11])=[CH:24][CH:23]=1. (5) Given the reactants Br[C:2]1[CH:7]=[CH:6][C:5]([C@@H:8]([N:10]2[CH2:15][CH2:14][C@:13]([CH2:23][CH2:24][C:25]([NH2:27])=[O:26])([C:16]3[CH:21]=[CH:20][C:19]([F:22])=[CH:18][CH:17]=3)[O:12][C:11]2=[O:28])[CH3:9])=[CH:4][CH:3]=1.[CH3:29][O:30][C:31]1[N:36]=[CH:35][C:34](B(O)O)=[CH:33][CH:32]=1, predict the reaction product. The product is: [F:22][C:19]1[CH:20]=[CH:21][C:16]([C@:13]2([CH2:23][CH2:24][C:25]([NH2:27])=[O:26])[O:12][C:11](=[O:28])[N:10]([C@H:8]([C:5]3[CH:6]=[CH:7][C:2]([C:34]4[CH:35]=[N:36][C:31]([O:30][CH3:29])=[CH:32][CH:33]=4)=[CH:3][CH:4]=3)[CH3:9])[CH2:15][CH2:14]2)=[CH:17][CH:18]=1. (6) Given the reactants [CH3:1][O:2][C:3](=[O:41])[C@@H:4]([NH:33][C:34]([O:36]C(C)(C)C)=O)[CH2:5][CH2:6][C:7]1[CH:8]=[C:9]([C:13]2[CH:18]=[CH:17][CH:16]=[C:15]([CH2:19][CH2:20][C:21](=[O:32])[NH:22][C@H:23]([C:25](OC(C)(C)C)=O)C)[CH:14]=2)[CH:10]=[CH:11][CH:12]=1.C(O)(C(F)(F)F)=O.CN(C(ON1N=NC2C=CC=NC1=2)=[N+](C)C)C.F[P-](F)(F)(F)(F)F.C(N(CC)C(C)C)(C)C, predict the reaction product. The product is: [CH3:1][O:2][C:3]([C@H:4]1[NH:33][C:34](=[O:36])[C@H:23]([CH3:25])[NH:22][C:21](=[O:32])[CH2:20][CH2:19][C:15]2=[CH:14][C:13](=[CH:18][CH:17]=[CH:16]2)[C:9]2=[CH:8][C:7](=[CH:12][CH:11]=[CH:10]2)[CH2:6][CH2:5]1)=[O:41]. (7) The product is: [I:1][C:2]1[CH:12]=[N:11][C:5]2[NH:6][CH2:7][C:8](=[O:10])[N:9]([CH:14]([C:16]3[CH:21]=[C:20]([F:22])[C:19]([F:23])=[CH:18][C:17]=3[F:24])[CH3:15])[C:4]=2[CH:3]=1. Given the reactants [I:1][C:2]1[CH:12]=[N:11][C:5]2[NH:6][CH2:7][C:8](=[O:10])[NH:9][C:4]=2[CH:3]=1.Br[CH:14]([C:16]1[CH:21]=[C:20]([F:22])[C:19]([F:23])=[CH:18][C:17]=1[F:24])[CH3:15], predict the reaction product.